From a dataset of Forward reaction prediction with 1.9M reactions from USPTO patents (1976-2016). Predict the product of the given reaction. (1) The product is: [Br:12][C:8]1[CH:7]=[C:6]2[C:5](=[CH:10][C:9]=1[CH3:11])[NH:4][CH:14]=[CH:13]2. Given the reactants COC(=O)[NH:4][C:5]1[CH:10]=[C:9]([CH3:11])[C:8]([Br:12])=[CH:7][C:6]=1[C:13]#[C:14][Si](C)(C)C.[O-]CC.[Na+].Cl, predict the reaction product. (2) Given the reactants CO[C:3]1[CH:8]=[CH:7][N:6]=[CH:5][C:4]=1[N+:9]([O-:11])=[O:10].[CH:12]1([CH2:15][NH2:16])[CH2:14][CH2:13]1, predict the reaction product. The product is: [CH:12]1([CH2:15][NH:16][C:3]2[CH:8]=[CH:7][N:6]=[CH:5][C:4]=2[N+:9]([O-:11])=[O:10])[CH2:14][CH2:13]1. (3) Given the reactants C([O:8][C:9]1[CH:14]=[CH:13][C:12]([C:15]2[CH:19]=[C:18]([NH:20]/[C:21](/[NH:35][C:36]([CH3:39])([CH3:38])[CH3:37])=[N:22]\[C:23](=[O:34])[C:24]3[CH:29]=[CH:28][C:27]([C:30]([F:33])([F:32])[F:31])=[CH:26][CH:25]=3)[NH:17][N:16]=2)=[CH:11][CH:10]=1)C1C=CC=CC=1.[H][H], predict the reaction product. The product is: [C:36]([NH:35]/[C:21](/[NH:20][C:18]1[NH:17][N:16]=[C:15]([C:12]2[CH:13]=[CH:14][C:9]([OH:8])=[CH:10][CH:11]=2)[CH:19]=1)=[N:22]/[C:23](=[O:34])[C:24]1[CH:25]=[CH:26][C:27]([C:30]([F:32])([F:33])[F:31])=[CH:28][CH:29]=1)([CH3:39])([CH3:37])[CH3:38]. (4) Given the reactants [Cl:1][C:2]1[CH:10]=[C:9]2[C:5]([C:6]([C:11]([N:13]3[CH2:18][CH2:17][CH:16]([C:19]4[C:24]([O:25][CH3:26])=[CH:23][CH:22]=[CH:21][C:20]=4[O:27][CH3:28])[CH2:15][CH2:14]3)=[O:12])=[CH:7][NH:8]2)=[CH:4][CH:3]=1.[C:29]([O:33][C:34](=[O:37])[CH2:35]Br)([CH3:32])([CH3:31])[CH3:30], predict the reaction product. The product is: [C:29]([O:33][C:34](=[O:37])[CH2:35][N:8]1[C:9]2[C:5](=[CH:4][CH:3]=[C:2]([Cl:1])[CH:10]=2)[C:6]([C:11]([N:13]2[CH2:14][CH2:15][CH:16]([C:19]3[C:24]([O:25][CH3:26])=[CH:23][CH:22]=[CH:21][C:20]=3[O:27][CH3:28])[CH2:17][CH2:18]2)=[O:12])=[CH:7]1)([CH3:32])([CH3:31])[CH3:30].